This data is from Reaction yield outcomes from USPTO patents with 853,638 reactions. The task is: Predict the reaction yield, written as a fraction of the theoretical maximum amount of product (1.0 means a 100% yield; for example, 0.34 means a 34% yield). (1) The yield is 0.740. The product is [CH3:1][O:2][C:3](=[O:4])/[CH:5]=[CH:15]/[C:16]#[C:17][C:18]1[CH:23]=[CH:22][CH:21]=[C:20]([S:24](=[O:26])(=[O:25])[NH:27][C:28]2[CH:29]=[CH:30][CH:31]=[CH:32][CH:33]=2)[CH:19]=1. The catalyst is O1CCCC1. The reactants are [CH3:1][O:2][C:3]([CH2:5]P(OC)(OC)=O)=[O:4].[H-].[Na+].O=[CH:15][C:16]#[C:17][C:18]1[CH:19]=[C:20]([S:24]([NH:27][C:28]2[CH:33]=[CH:32][CH:31]=[CH:30][CH:29]=2)(=[O:26])=[O:25])[CH:21]=[CH:22][CH:23]=1. (2) The reactants are [NH2:1][C:2]1[CH:3]=[C:4]([CH:34]=[CH:35][C:36]=1[S:37][CH3:38])[C:5]([O:7][C@H:8]([C:19]1[CH:24]=[CH:23][C:22]([O:25][CH:26]([F:28])[F:27])=[C:21]([O:29][CH2:30][CH:31]2[CH2:33][CH2:32]2)[CH:20]=1)[CH2:9][C:10]1[C:15]([Cl:16])=[CH:14][N+:13]([O-:17])=[CH:12][C:11]=1[Cl:18])=[O:6].[CH3:39][S:40](Cl)(=[O:42])=[O:41].N1C=CC=CC=1. The catalyst is C(Cl)Cl. The product is [Cl:18][C:11]1[CH:12]=[N+:13]([O-:17])[CH:14]=[C:15]([Cl:16])[C:10]=1[CH2:9][C@@H:8]([C:19]1[CH:24]=[CH:23][C:22]([O:25][CH:26]([F:27])[F:28])=[C:21]([O:29][CH2:30][CH:31]2[CH2:32][CH2:33]2)[CH:20]=1)[O:7][C:5](=[O:6])[C:4]1[CH:34]=[CH:35][C:36]([S:37][CH3:38])=[C:2]([NH:1][S:40]([CH3:39])(=[O:42])=[O:41])[CH:3]=1. The yield is 0.0882. (3) The reactants are C(=O)([O-])[O-].[Cs+].[Cs+].[CH2:7]([O:9][C:10](=[O:29])[C:11]([O:21][C:22]1[CH:27]=[CH:26][CH:25]=[CH:24][C:23]=1[F:28])([CH3:20])[CH2:12][C:13]1[CH:18]=[CH:17][C:16]([OH:19])=[CH:15][CH:14]=1)[CH3:8].[CH3:30][O:31][C:32]1[CH:58]=[CH:57][C:35]([CH2:36][N:37]2[CH2:41][CH:40]([CH2:42][CH2:43]OS(C3C=CC(C)=CC=3)(=O)=O)[N:39]([CH3:55])[C:38]2=[O:56])=[CH:34][CH:33]=1. The catalyst is CN(C=O)C.C(OCC)(=O)C. The product is [CH2:7]([O:9][C:10](=[O:29])[C:11]([O:21][C:22]1[CH:27]=[CH:26][CH:25]=[CH:24][C:23]=1[F:28])([CH3:20])[CH2:12][C:13]1[CH:14]=[CH:15][C:16]([O:19][CH2:43][CH2:42][CH:40]2[CH2:41][N:37]([CH2:36][C:35]3[CH:57]=[CH:58][C:32]([O:31][CH3:30])=[CH:33][CH:34]=3)[C:38](=[O:56])[N:39]2[CH3:55])=[CH:17][CH:18]=1)[CH3:8]. The yield is 0.970. (4) The reactants are Cl[C:2]1[CH:3]=[C:4]([NH:10][CH:11]2[CH2:14][N:13]([C:15]([O:17][C:18]([CH3:21])([CH3:20])[CH3:19])=[O:16])[CH2:12]2)[C:5]([O:8][CH3:9])=[N:6][CH:7]=1.[F:22][C:23]1[CH:28]=[C:27](B2OC(C)(C)C(C)(C)O2)[CH:26]=[CH:25][N:24]=1.[O-]P([O-])([O-])=O.[K+].[K+].[K+]. The catalyst is O1CCOCC1.O. The product is [F:22][C:23]1[CH:28]=[C:27]([C:2]2[CH:7]=[N:6][C:5]([O:8][CH3:9])=[C:4]([NH:10][CH:11]3[CH2:14][N:13]([C:15]([O:17][C:18]([CH3:21])([CH3:20])[CH3:19])=[O:16])[CH2:12]3)[CH:3]=2)[CH:26]=[CH:25][N:24]=1. The yield is 1.00. (5) The reactants are [CH:1]1([C:4]2[N:13]=[C:12]([N:14]3[CH2:19][CH2:18][N:17]([C:20]4[CH:25]=[CH:24][CH:23]=[CH:22][C:21]=4[N+:26]([O-])=O)[CH2:16][CH2:15]3)[C:11]3[C:6](=[CH:7][C:8]([O:31][CH3:32])=[C:9]([O:29][CH3:30])[CH:10]=3)[N:5]=2)[CH2:3][CH2:2]1.[NH4+].[Cl-]. The catalyst is CCO.O.C(Cl)Cl.[Fe]. The product is [CH:1]1([C:4]2[N:13]=[C:12]([N:14]3[CH2:19][CH2:18][N:17]([C:20]4[CH:25]=[CH:24][CH:23]=[CH:22][C:21]=4[NH2:26])[CH2:16][CH2:15]3)[C:11]3[C:6](=[CH:7][C:8]([O:31][CH3:32])=[C:9]([O:29][CH3:30])[CH:10]=3)[N:5]=2)[CH2:3][CH2:2]1. The yield is 0.660.